This data is from Catalyst prediction with 721,799 reactions and 888 catalyst types from USPTO. The task is: Predict which catalyst facilitates the given reaction. (1) Reactant: [C:1]([O:4][C@H:5]1[CH2:22][CH2:21][C@@:20]2([CH3:23])[C@@H:7]([CH2:8][CH2:9][C@:10]3([CH3:36])[C@@H:19]2[CH2:18][CH2:17][C@H:16]2[C@@:11]3([CH3:35])[CH2:12][CH2:13][C@@:14]3([C@H:31]([OH:34])[CH2:32][NH2:33])[CH2:26][C:25](=[O:27])[C:24]([CH:28]([CH3:30])[CH3:29])=[C:15]32)[C:6]1([CH3:38])[CH3:37])(=[O:3])[CH3:2].C(N(CC)CC)C.S([O-])([O-])(=O)=O.[Mg+2].[Cl:52][C:53]1[CH:60]=[CH:59][C:56]([CH:57]=O)=[CH:55][CH:54]=1.[BH4-].[Na+]. Product: [C:1]([O:4][C@H:5]1[CH2:22][CH2:21][C@@:20]2([CH3:23])[C@@H:7]([CH2:8][CH2:9][C@:10]3([CH3:36])[C@@H:19]2[CH2:18][CH2:17][C@H:16]2[C@@:11]3([CH3:35])[CH2:12][CH2:13][C@@:14]3([C@H:31]([OH:34])[CH2:32][NH:33][CH2:57][C:56]4[CH:59]=[CH:60][C:53]([Cl:52])=[CH:54][CH:55]=4)[CH2:26][C:25](=[O:27])[C:24]([CH:28]([CH3:30])[CH3:29])=[C:15]32)[C:6]1([CH3:37])[CH3:38])(=[O:3])[CH3:2]. The catalyst class is: 5. (2) Reactant: C([O:8][C:9]1[CH:17]=[C:16]2[C:12]([CH:13]=[C:14]([C:18]([O:20][CH3:21])=[O:19])[NH:15]2)=[CH:11][C:10]=1[N+:22]([O-])=O)C1C=CC=CC=1. Product: [NH2:22][C:10]1[CH:11]=[C:12]2[C:16](=[CH:17][C:9]=1[OH:8])[NH:15][C:14]([C:18]([O:20][CH3:21])=[O:19])=[CH:13]2. The catalyst class is: 304.